From a dataset of Full USPTO retrosynthesis dataset with 1.9M reactions from patents (1976-2016). Predict the reactants needed to synthesize the given product. (1) Given the product [CH2:1]([NH:4][C:10](=[O:11])[C:9]1[CH:13]=[CH:14][CH:15]=[C:7]([C:6]([F:5])([F:16])[F:17])[CH:8]=1)[C:2]#[CH:3], predict the reactants needed to synthesize it. The reactants are: [CH2:1]([NH2:4])[C:2]#[CH:3].[F:5][C:6]([F:17])([F:16])[C:7]1[CH:8]=[C:9]([CH:13]=[CH:14][CH:15]=1)[C:10](Cl)=[O:11]. (2) Given the product [CH:1]([N:5]1[C:13]2[CH:12]=[C:11]([Cl:14])[N:10]=[CH:9][C:8]=2[C:7]([N:17]2[CH2:21][CH2:20][C@@H:19]([OH:22])[CH2:18]2)=[N:6]1)([CH2:3][CH3:4])[CH3:2], predict the reactants needed to synthesize it. The reactants are: [CH:1]([N:5]1[C:13]2[CH:12]=[C:11]([Cl:14])[N:10]=[CH:9][C:8]=2[C:7](I)=[N:6]1)([CH2:3][CH3:4])[CH3:2].Cl.[NH:17]1[CH2:21][CH2:20][C@@H:19]([OH:22])[CH2:18]1.N1CCC[C@H]1C(O)=O.C(=O)([O-])[O-].[K+].[K+].